This data is from Full USPTO retrosynthesis dataset with 1.9M reactions from patents (1976-2016). The task is: Predict the reactants needed to synthesize the given product. (1) The reactants are: [C:1](/[C:3](=[CH:21]\[C:22]1[NH:23][CH:24]=[CH:25][N:26]=1)/[C:4]([NH:6][CH:7]([C:11]1[CH:16]=[CH:15][C:14]([O:17]COC)=[CH:13][CH:12]=1)[CH2:8][CH2:9][CH3:10])=[O:5])#[N:2].Cl.CO. Given the product [C:1](/[C:3](=[CH:21]\[C:22]1[NH:26][CH:25]=[CH:24][N:23]=1)/[C:4]([NH:6][CH:7]([C:11]1[CH:16]=[CH:15][C:14]([OH:17])=[CH:13][CH:12]=1)[CH2:8][CH2:9][CH3:10])=[O:5])#[N:2], predict the reactants needed to synthesize it. (2) Given the product [F:83][C:81]1[CH:82]=[C:77]([CH:78]=[C:79]([F:84])[CH:80]=1)[CH2:76][C@H:62]([NH:61][C:10](=[O:12])[C:9]1[CH:13]=[C:14]([C:16]2[N:17]([CH2:21][O:22][CH2:23][CH3:24])[CH:18]=[CH:19][N:20]=2)[CH:15]=[C:7]([C:5]([N:4]([CH2:25][CH2:26][CH3:27])[CH2:1][CH2:2][CH3:3])=[O:6])[CH:8]=1)[C@H:63]([OH:75])[CH2:64][NH:65][CH2:66][C:67]1[CH:72]=[CH:71][CH:70]=[C:69]([CH2:73][CH3:74])[CH:68]=1, predict the reactants needed to synthesize it. The reactants are: [CH2:1]([N:4]([CH2:25][CH2:26][CH3:27])[C:5]([C:7]1[CH:8]=[C:9]([CH:13]=[C:14]([C:16]2[N:17]([CH2:21][O:22][CH2:23][CH3:24])[CH:18]=[CH:19][N:20]=2)[CH:15]=1)[C:10]([OH:12])=O)=[O:6])[CH2:2][CH3:3].C(N(C(C)C)CC)(C)C.CN(C(ON1N=NC2C=CC=CC1=2)=[N+](C)C)C.F[P-](F)(F)(F)(F)F.[NH2:61][C@@H:62]([CH2:76][C:77]1[CH:82]=[C:81]([F:83])[CH:80]=[C:79]([F:84])[CH:78]=1)[C@H:63]([OH:75])[CH2:64][NH:65][CH2:66][C:67]1[CH:72]=[CH:71][CH:70]=[C:69]([CH2:73][CH3:74])[CH:68]=1.